The task is: Predict the reactants needed to synthesize the given product.. This data is from Full USPTO retrosynthesis dataset with 1.9M reactions from patents (1976-2016). (1) Given the product [C:1]([O:5][C:6]([N:8]([O:9][C:10]([O:12][CH:13]([CH2:14][O:15][CH2:16][CH3:17])[CH2:18][O:19][CH2:20][CH3:21])=[O:11])[S:32]([C:27]1[CH:28]=[CH:29][CH:30]=[CH:31][C:26]=1[S:23]([CH3:22])(=[O:25])=[O:24])(=[O:34])=[O:33])=[O:7])([CH3:3])([CH3:2])[CH3:4], predict the reactants needed to synthesize it. The reactants are: [C:1]([O:5][C:6]([NH:8][O:9][C:10]([O:12][CH:13]([CH2:18][O:19][CH2:20][CH3:21])[CH2:14][O:15][CH2:16][CH3:17])=[O:11])=[O:7])([CH3:4])([CH3:3])[CH3:2].[CH3:22][S:23]([C:26]1[CH:31]=[CH:30][CH:29]=[CH:28][C:27]=1[S:32](Cl)(=[O:34])=[O:33])(=[O:25])=[O:24]. (2) The reactants are: [CH3:1][CH:2]([OH:4])[CH3:3].[H-].[Na+].Cl[C:8]1[C:13]([Cl:14])=[CH:12][CH:11]=[CH:10][N:9]=1. Given the product [Cl:14][C:13]1[C:8]([O:4][CH:2]([CH3:3])[CH3:1])=[N:9][CH:10]=[CH:11][CH:12]=1, predict the reactants needed to synthesize it. (3) The reactants are: Cl[C:2]1[N:10]=[C:9]2[C:5]([NH:6][CH:7]=[N:8]2)=[C:4]([NH2:11])[N:3]=1.[CH2:12]([NH2:16])[CH2:13][CH2:14][CH3:15].C(O)CCC. Given the product [CH2:12]([NH:16][C:2]1[N:10]=[C:9]2[C:5]([N:6]=[CH:7][NH:8]2)=[C:4]([NH2:11])[N:3]=1)[CH2:13][CH2:14][CH3:15], predict the reactants needed to synthesize it. (4) Given the product [Cl:1][C:2]1[N:3]=[C:4]2[CH:12]=[CH:11][CH:10]=[N:9][C:5]2=[N:6][C:7]=1[O:14][CH3:13], predict the reactants needed to synthesize it. The reactants are: [Cl:1][C:2]1[N:3]=[C:4]2[CH:12]=[CH:11][CH:10]=[N:9][C:5]2=[N:6][C:7]=1Cl.[CH3:13][O-:14].[Na+]. (5) Given the product [N:30]1[CH:31]=[CH:32][CH:33]=[CH:34][C:29]=1[CH2:28][CH2:27][CH2:25][NH2:26], predict the reactants needed to synthesize it. The reactants are: C(C1C=CC=CN=1)=C.C(OC(=O)C)(=O)C.[C-]#N.[K+].C([O-])([O-])=O.[Na+].[Na+].[C:25]([CH2:27][CH2:28][C:29]1[CH:34]=[CH:33][CH:32]=[CH:31][N:30]=1)#[N:26]. (6) Given the product [Br:1][C:2]1[CH:3]=[C:4]([CH:16]2[C:25]3[C:24](=[O:26])[CH2:23][CH:22]([CH2:27][CH2:28][CH3:29])[CH2:21][C:20]=3[NH:19][C:18]([CH3:30])=[C:17]2[C:31]#[N:32])[CH:5]=[C:6]([O:13][CH2:14][CH3:15])[C:7]=1[O:8][C:34]1[CH:39]=[CH:38][C:37]([N+:40]([O-:42])=[O:41])=[CH:36][CH:35]=1, predict the reactants needed to synthesize it. The reactants are: [Br:1][C:2]1[CH:3]=[C:4]([CH:16]2[C:25]3[C:24](=[O:26])[CH2:23][CH:22]([CH2:27][CH2:28][CH3:29])[CH2:21][C:20]=3[NH:19][C:18]([CH3:30])=[C:17]2[C:31]#[N:32])[CH:5]=[C:6]([O:13][CH2:14][CH3:15])[C:7]=1[O:8]S(C)(=O)=O.F[C:34]1[CH:39]=[CH:38][C:37]([N+:40]([O-:42])=[O:41])=[CH:36][CH:35]=1.C(=O)([O-])[O-].[Cs+].[Cs+].ClCCl. (7) Given the product [C:19]1([CH3:23])[CH:20]=[CH:21][CH:22]=[C:17]([N:14]2[C:11]3[CH2:12][CH2:13][NH:8][CH2:9][C:10]=3[N:16]=[CH:15]2)[CH:18]=1, predict the reactants needed to synthesize it. The reactants are: C([N:8]1[CH2:13][CH2:12][C:11]2[N:14]([C:17]3[CH:18]=[C:19]([CH3:23])[CH:20]=[CH:21][CH:22]=3)[CH:15]=[N:16][C:10]=2[CH2:9]1)C1C=CC=CC=1.C([O-])=O.[NH4+]. (8) Given the product [Br:1][C:2]1[CH:3]=[C:4]2[C:8](=[C:9]([C:11]#[N:12])[CH:10]=1)[NH:7][N:6]=[C:5]2[CH:13]1[CH2:18][CH2:17][N:16]([S:30]([CH2:28][CH3:29])(=[O:32])=[O:31])[CH2:15][CH2:14]1, predict the reactants needed to synthesize it. The reactants are: [Br:1][C:2]1[CH:3]=[C:4]2[C:8](=[C:9]([C:11]#[N:12])[CH:10]=1)[NH:7][N:6]=[C:5]2[CH:13]1[CH2:18][CH2:17][NH:16][CH2:15][CH2:14]1.C(N(C(C)C)CC)(C)C.[CH2:28]([S:30](Cl)(=[O:32])=[O:31])[CH3:29].